Dataset: Full USPTO retrosynthesis dataset with 1.9M reactions from patents (1976-2016). Task: Predict the reactants needed to synthesize the given product. (1) Given the product [F:38][C:37]([F:40])([F:39])[S:34]([O:13][C:14]1[CH2:19][CH2:18][N:17]([C:20]([O:22][C:23]([CH3:26])([CH3:25])[CH3:24])=[O:21])[CH2:16][CH:15]=1)(=[O:36])=[O:35], predict the reactants needed to synthesize it. The reactants are: C([Li])CCC.C(NC(C)C)(C)C.[O:13]=[C:14]1[CH2:19][CH2:18][N:17]([C:20]([O:22][C:23]([CH3:26])([CH3:25])[CH3:24])=[O:21])[CH2:16][CH2:15]1.C1C=CC(N([S:34]([C:37]([F:40])([F:39])[F:38])(=[O:36])=[O:35])[S:34]([C:37]([F:40])([F:39])[F:38])(=[O:36])=[O:35])=CC=1. (2) Given the product [Cl:21][C:18]1[CH:19]=[CH:20][C:15]([S:12]([NH:11][C:4]2[C:5]([C:8]([N:28]3[CH2:29][CH2:30][O:31][CH2:32][C@H:27]3[CH3:26])=[O:10])=[N:6][CH:7]=[C:2]([Cl:1])[CH:3]=2)(=[O:13])=[O:14])=[CH:16][C:17]=1[C:22]([F:25])([F:23])[F:24], predict the reactants needed to synthesize it. The reactants are: [Cl:1][C:2]1[CH:3]=[C:4]([NH:11][S:12]([C:15]2[CH:20]=[CH:19][C:18]([Cl:21])=[C:17]([C:22]([F:25])([F:24])[F:23])[CH:16]=2)(=[O:14])=[O:13])[C:5]([C:8]([OH:10])=O)=[N:6][CH:7]=1.[CH3:26][C@@H:27]1[CH2:32][O:31][CH2:30][CH2:29][NH:28]1.CCN(C(C)C)C(C)C.CN(C(ON1N=NC2C=CC=NC1=2)=[N+](C)C)C.F[P-](F)(F)(F)(F)F. (3) The reactants are: [CH3:1][O:2][CH:3]([CH2:16][O:17][CH3:18])[CH2:4][O:5][CH2:6][CH2:7]NC(=O)OC(C)(C)C.[ClH:19]. Given the product [CH3:1][O:2][CH:3]([CH2:16][O:17][CH3:18])[CH2:4][O:5][CH2:6][CH2:7][Cl:19], predict the reactants needed to synthesize it. (4) Given the product [F:1][C:2]([F:19])([F:18])[C:3]([N:5]1[CH2:11][CH2:10][C:9]2[CH:12]=[CH:13][C:14]([CH:16]=[N:21][OH:22])=[CH:15][C:8]=2[CH2:7][CH2:6]1)=[O:4], predict the reactants needed to synthesize it. The reactants are: [F:1][C:2]([F:19])([F:18])[C:3]([N:5]1[CH2:11][CH2:10][C:9]2[CH:12]=[CH:13][C:14]([CH:16]=O)=[CH:15][C:8]=2[CH2:7][CH2:6]1)=[O:4].Cl.[NH2:21][OH:22]. (5) The reactants are: [Cl:1][C:2]1[CH:7]=[CH:6][C:5](/[CH:8]=[CH:9]/[CH:10]2[CH2:15][CH2:14][N:13]([C:16](=[O:29])[CH2:17][N:18]3C(=O)C4C(=CC=CC=4)C3=O)[CH2:12][CH2:11]2)=[CH:4][CH:3]=1.O.NN. Given the product [Cl:1][C:2]1[CH:3]=[CH:4][C:5](/[CH:8]=[CH:9]/[CH:10]2[CH2:11][CH2:12][N:13]([C:16](=[O:29])[CH2:17][NH2:18])[CH2:14][CH2:15]2)=[CH:6][CH:7]=1, predict the reactants needed to synthesize it. (6) Given the product [NH:28]1[C:29]2[C:25](=[CH:24][C:23]([NH:22][C:19]3[C:20]4[S:21][C:13]([C:6]5[CH:7]=[CH:8][C:3]([O:2][CH3:1])=[CH:4][CH:5]=5)=[CH:14][C:15]=4[N:16]=[CH:17][N:18]=3)=[CH:31][CH:30]=2)[CH:26]=[CH:27]1, predict the reactants needed to synthesize it. The reactants are: [CH3:1][O:2][C:3]1[CH:8]=[CH:7][C:6](B(O)O)=[CH:5][CH:4]=1.Br[C:13]1[S:21][C:20]2[C:19]([NH:22][C:23]3[CH:24]=[C:25]4[C:29](=[CH:30][CH:31]=3)[NH:28][CH:27]=[CH:26]4)=[N:18][CH:17]=[N:16][C:15]=2[CH:14]=1.